From a dataset of NCI-60 drug combinations with 297,098 pairs across 59 cell lines. Regression. Given two drug SMILES strings and cell line genomic features, predict the synergy score measuring deviation from expected non-interaction effect. (1) Drug 1: CC1C(C(CC(O1)OC2CC(CC3=C2C(=C4C(=C3O)C(=O)C5=C(C4=O)C(=CC=C5)OC)O)(C(=O)CO)O)N)O.Cl. Drug 2: C1CCC(CC1)NC(=O)N(CCCl)N=O. Cell line: HCT116. Synergy scores: CSS=18.1, Synergy_ZIP=-0.174, Synergy_Bliss=8.68, Synergy_Loewe=2.58, Synergy_HSA=0.781. (2) Drug 1: CC1=C2C(C(=O)C3(C(CC4C(C3C(C(C2(C)C)(CC1OC(=O)C(C(C5=CC=CC=C5)NC(=O)C6=CC=CC=C6)O)O)OC(=O)C7=CC=CC=C7)(CO4)OC(=O)C)O)C)OC(=O)C. Drug 2: C1CCC(C(C1)N)N.C(=O)(C(=O)[O-])[O-].[Pt+4]. Cell line: SF-295. Synergy scores: CSS=43.4, Synergy_ZIP=4.46, Synergy_Bliss=4.42, Synergy_Loewe=5.36, Synergy_HSA=8.21. (3) Drug 1: CC1OCC2C(O1)C(C(C(O2)OC3C4COC(=O)C4C(C5=CC6=C(C=C35)OCO6)C7=CC(=C(C(=C7)OC)O)OC)O)O. Drug 2: C1=NC(=NC(=O)N1C2C(C(C(O2)CO)O)O)N. Cell line: SK-MEL-2. Synergy scores: CSS=36.3, Synergy_ZIP=0.674, Synergy_Bliss=2.41, Synergy_Loewe=2.37, Synergy_HSA=4.38. (4) Drug 1: CC1=C(C(CCC1)(C)C)C=CC(=CC=CC(=CC(=O)O)C)C. Drug 2: C1CN(P(=O)(OC1)NCCCl)CCCl. Cell line: KM12. Synergy scores: CSS=1.57, Synergy_ZIP=-0.362, Synergy_Bliss=-1.29, Synergy_Loewe=-2.61, Synergy_HSA=-1.56. (5) Cell line: HT29. Synergy scores: CSS=0.875, Synergy_ZIP=-4.28, Synergy_Bliss=-9.03, Synergy_Loewe=-37.7, Synergy_HSA=-13.5. Drug 1: C1CCC(C1)C(CC#N)N2C=C(C=N2)C3=C4C=CNC4=NC=N3. Drug 2: C#CCC(CC1=CN=C2C(=N1)C(=NC(=N2)N)N)C3=CC=C(C=C3)C(=O)NC(CCC(=O)O)C(=O)O. (6) Drug 1: C1CCN(CC1)CCOC2=CC=C(C=C2)C(=O)C3=C(SC4=C3C=CC(=C4)O)C5=CC=C(C=C5)O. Drug 2: CCC1(CC2CC(C3=C(CCN(C2)C1)C4=CC=CC=C4N3)(C5=C(C=C6C(=C5)C78CCN9C7C(C=CC9)(C(C(C8N6C)(C(=O)OC)O)OC(=O)C)CC)OC)C(=O)OC)O.OS(=O)(=O)O. Cell line: A498. Synergy scores: CSS=30.4, Synergy_ZIP=-5.62, Synergy_Bliss=-1.39, Synergy_Loewe=-5.34, Synergy_HSA=0.637.